From a dataset of Forward reaction prediction with 1.9M reactions from USPTO patents (1976-2016). Predict the product of the given reaction. Given the reactants [NH2:1][C:2]1[CH:7]=[CH:6][C:5]([NH:8][C:9]2[N:14]=[C:13]([NH:15][C:16]3[CH:21]=[CH:20][C:19]([NH2:22])=[CH:18][CH:17]=3)[C:12]([F:23])=[CH:11][N:10]=2)=[CH:4][CH:3]=1.[ClH:24], predict the reaction product. The product is: [ClH:24].[NH2:1][C:2]1[CH:7]=[CH:6][C:5]([NH:8][C:9]2[N:14]=[C:13]([NH:15][C:16]3[CH:21]=[CH:20][C:19]([NH2:22])=[CH:18][CH:17]=3)[C:12]([F:23])=[CH:11][N:10]=2)=[CH:4][CH:3]=1.